This data is from Forward reaction prediction with 1.9M reactions from USPTO patents (1976-2016). The task is: Predict the product of the given reaction. (1) Given the reactants [CH2:1]([N:3]1[C:7]2[N:8]=[C:9]([C:18]3[CH:23]=[CH:22][C:21]([NH:24][C:25]([NH:27][C:28]4[CH:33]=[CH:32][C:31]([N+:34]([O-])=O)=[CH:30][CH:29]=4)=[O:26])=[CH:20][CH:19]=3)[N:10]=[C:11]([N:12]3[CH2:17][CH2:16][O:15][CH2:14][CH2:13]3)[C:6]=2[N:5]=[N:4]1)[CH3:2].CO.NN.O, predict the reaction product. The product is: [NH2:34][C:31]1[CH:32]=[CH:33][C:28]([NH:27][C:25]([NH:24][C:21]2[CH:22]=[CH:23][C:18]([C:9]3[N:10]=[C:11]([N:12]4[CH2:13][CH2:14][O:15][CH2:16][CH2:17]4)[C:6]4[N:5]=[N:4][N:3]([CH2:1][CH3:2])[C:7]=4[N:8]=3)=[CH:19][CH:20]=2)=[O:26])=[CH:29][CH:30]=1. (2) Given the reactants [ClH:1].[F:2][C:3]1[CH:8]=[CH:7][C:6]([C:9]2[CH2:10][CH2:11][NH:12][CH2:13][CH:14]=2)=[CH:5][CH:4]=1, predict the reaction product. The product is: [ClH:1].[F:2][C:3]1[CH:8]=[CH:7][C:6]([CH:9]2[CH2:10][CH2:11][NH:12][CH2:13][CH2:14]2)=[CH:5][CH:4]=1. (3) Given the reactants [Cl:1][C:2]1[CH:7]=[CH:6][C:5]([C:8]2[C:13]([CH3:14])=[N:12][NH:11][C:10](=O)[C:9]=2[C:16]2[CH:21]=[CH:20][CH:19]=[C:18]([F:22])[C:17]=2[F:23])=[CH:4][CH:3]=1.P(Cl)(Cl)([Cl:26])=O, predict the reaction product. The product is: [Cl:26][C:10]1[N:11]=[N:12][C:13]([CH3:14])=[C:8]([C:5]2[CH:6]=[CH:7][C:2]([Cl:1])=[CH:3][CH:4]=2)[C:9]=1[C:16]1[CH:21]=[CH:20][CH:19]=[C:18]([F:22])[C:17]=1[F:23]. (4) Given the reactants C[Si]([C:5]#[C:6][Si:7]([CH:12]([CH3:14])[CH3:13])([CH:9]([CH3:11])[CH3:10])Br)(C)C.[CH2:15]([Mg]Cl)[CH:16]=[CH2:17], predict the reaction product. The product is: [CH2:15]([Si:7]([C:6]#[CH:5])([CH:12]([CH3:14])[CH3:13])[CH:9]([CH3:11])[CH3:10])[CH:16]=[CH2:17]. (5) Given the reactants [Cl:1][C:2]1[CH:3]=[C:4]([N+:14]([O-])=O)[C:5]([NH:8][CH2:9][C:10](OC)=[O:11])=[N:6][CH:7]=1, predict the reaction product. The product is: [Cl:1][C:2]1[CH:7]=[N:6][C:5]2[NH:8][CH2:9][C:10](=[O:11])[NH:14][C:4]=2[CH:3]=1. (6) Given the reactants [Br:1][C:2]1[C:7]([F:8])=[CH:6][C:5]([N:9]2[C:18]3[C:13](=[CH:14][C:15]([S:19]([NH:22][C:23]4[CH:27]=[CH:26][O:25][N:24]=4)(=[O:21])=[O:20])=[CH:16][CH:17]=3)[CH:12]=[CH:11][C:10]2=[O:28])=[C:4]([O:29][CH2:30][C:31]#[N:32])[CH:3]=1.Br[CH:34](C)C#N.C1(O)C=CC=CC=1, predict the reaction product. The product is: [Br:1][C:2]1[C:7]([F:8])=[CH:6][C:5]([N:9]2[C:18]3[C:13](=[CH:14][C:15]([S:19]([NH:22][C:23]4[CH:27]=[CH:26][O:25][N:24]=4)(=[O:20])=[O:21])=[CH:16][CH:17]=3)[CH:12]=[CH:11][C:10]2=[O:28])=[C:4]([O:29][CH:30]([C:31]#[N:32])[CH3:34])[CH:3]=1.